The task is: Regression. Given a peptide amino acid sequence and an MHC pseudo amino acid sequence, predict their binding affinity value. This is MHC class II binding data.. This data is from Peptide-MHC class II binding affinity with 134,281 pairs from IEDB. (1) The peptide sequence is TFHVEKGSNPNYLALLVKYVNGDGD. The MHC is DRB3_0202 with pseudo-sequence DRB3_0202. The binding affinity (normalized) is 0.213. (2) The peptide sequence is MVTMLSPMLHHWIKV. The MHC is DRB1_0404 with pseudo-sequence DRB1_0404. The binding affinity (normalized) is 0.808. (3) The peptide sequence is FPKEVWEQIFSTWLL. The MHC is HLA-DQA10201-DQB10202 with pseudo-sequence HLA-DQA10201-DQB10202. The binding affinity (normalized) is 0.411.